Predict the product of the given reaction. From a dataset of Forward reaction prediction with 1.9M reactions from USPTO patents (1976-2016). (1) Given the reactants [NH2:1][CH2:2][CH2:3][N:4]1[C:16]2[C:15]3[CH:14]=[CH:13][CH:12]=[CH:11][C:10]=3[N:9]=[C:8]([NH2:17])[C:7]=2[N:6]=[CH:5]1.[C:18](Cl)(=[O:27])[CH2:19][CH2:20][C:21]1[CH:26]=[CH:25][CH:24]=[CH:23][CH:22]=1, predict the reaction product. The product is: [NH2:17][C:8]1[C:7]2[N:6]=[CH:5][N:4]([CH2:3][CH2:2][NH:1][C:18](=[O:27])[CH2:19][CH2:20][C:21]3[CH:26]=[CH:25][CH:24]=[CH:23][CH:22]=3)[C:16]=2[C:15]2[CH:14]=[CH:13][CH:12]=[CH:11][C:10]=2[N:9]=1. (2) Given the reactants Cl.[NH2:2][C:3]([CH3:9])(C)[C:4]([O:6][CH3:7])=[O:5].S([O-])([O-])(=O)=O.[Mg+2].[N:16]1[C:25]2[C:20](=[CH:21][CH:22]=[CH:23][CH:24]=2)[C:19]([CH:26]=O)=[CH:18][CH:17]=1.[BH4-].[Na+], predict the reaction product. The product is: [N:16]1[C:25]2[C:20](=[CH:21][CH:22]=[CH:23][CH:24]=2)[C:19]([CH2:26][NH:2][CH:3]([CH3:9])[C:4]([O:6][CH3:7])=[O:5])=[CH:18][CH:17]=1.